From a dataset of Forward reaction prediction with 1.9M reactions from USPTO patents (1976-2016). Predict the product of the given reaction. Given the reactants [S-:1][C:2]#[N:3].[K+].[NH2:5][C:6]1[CH:25]=[CH:24][C:9]([O:10][C:11]2[CH:12]=[C:13]([NH:17][C:18](=[O:23])[C:19]([F:22])([F:21])[F:20])[CH:14]=[CH:15][CH:16]=2)=[C:8]([C:26]#[N:27])[CH:7]=1.BrBr, predict the reaction product. The product is: [NH2:3][C:2]1[S:1][C:7]2[C:8]([C:26]#[N:27])=[C:9]([O:10][C:11]3[CH:12]=[C:13]([NH:17][C:18](=[O:23])[C:19]([F:21])([F:22])[F:20])[CH:14]=[CH:15][CH:16]=3)[CH:24]=[CH:25][C:6]=2[N:5]=1.